From a dataset of Reaction yield outcomes from USPTO patents with 853,638 reactions. Predict the reaction yield, written as a fraction of the theoretical maximum amount of product (1.0 means a 100% yield; for example, 0.34 means a 34% yield). (1) The reactants are C[Al](C)C.C[Si]([N:9]=[N+:10]=[N-:11])(C)C.[C:12]([C:14]1[CH:15]=[C:16]([C:21]2[O:25][N:24]=[C:23]([C:26]3[CH:31]=[CH:30][C:29]([F:32])=[CH:28][N:27]=3)[N:22]=2)[CH:17]=[C:18]([F:20])[CH:19]=1)#[N:13]. The catalyst is C1(C)C=CC=CC=1. The product is [F:32][C:29]1[CH:30]=[CH:31][C:26]([C:23]2[N:22]=[C:21]([C:16]3[CH:15]=[C:14]([C:12]4[NH:13][N:11]=[N:10][N:9]=4)[CH:19]=[C:18]([F:20])[CH:17]=3)[O:25][N:24]=2)=[N:27][CH:28]=1. The yield is 0.360. (2) The reactants are [S:1]1[CH:5]=[CH:4][CH:3]=[C:2]1[CH2:6][NH:7][C:8]([C:10]1[NH:11][C:12]2[C:17]([CH:18]=1)=[CH:16][C:15](Br)=[CH:14][C:13]=2[Cl:20])=[O:9].[C:21]1(B(O)O)[CH:26]=[CH:25][CH:24]=[CH:23][CH:22]=1. The catalyst is [O-]P([O-])([O-])=O.[K+].[K+].[K+].O1CCOCC1.C1C=CC([P]([Pd]([P](C2C=CC=CC=2)(C2C=CC=CC=2)C2C=CC=CC=2)([P](C2C=CC=CC=2)(C2C=CC=CC=2)C2C=CC=CC=2)[P](C2C=CC=CC=2)(C2C=CC=CC=2)C2C=CC=CC=2)(C2C=CC=CC=2)C2C=CC=CC=2)=CC=1. The product is [S:1]1[CH:5]=[CH:4][CH:3]=[C:2]1[CH2:6][NH:7][C:8]([C:10]1[NH:11][C:12]2[C:17]([CH:18]=1)=[CH:16][C:15]([C:21]1[CH:26]=[CH:25][CH:24]=[CH:23][CH:22]=1)=[CH:14][C:13]=2[Cl:20])=[O:9]. The yield is 0.490. (3) The reactants are [C:1]([Si:5]([CH3:30])([CH3:29])[O:6][CH2:7][CH2:8][O:9][C:10]1[CH:27]=[CH:26][C:25]([Cl:28])=[CH:24][C:11]=1/[CH:12]=[C:13]1\[C:14](=[O:23])[NH:15][C:16]2[C:21]\1=[CH:20][CH:19]=[C:18]([Cl:22])[CH:17]=2)([CH3:4])([CH3:3])[CH3:2].[C:31]([O:35][C:36](O[C:36]([O:35][C:31]([CH3:34])([CH3:33])[CH3:32])=[O:37])=[O:37])([CH3:34])([CH3:33])[CH3:32].C(N(CC)CC)C. The catalyst is CN(C)C1C=CN=CC=1.ClCCl. The product is [C:31]([O:35][C:36]([N:15]1[C:16]2[C:21](=[CH:20][CH:19]=[C:18]([Cl:22])[CH:17]=2)/[C:13](=[CH:12]/[C:11]2[CH:24]=[C:25]([Cl:28])[CH:26]=[CH:27][C:10]=2[O:9][CH2:8][CH2:7][O:6][Si:5]([C:1]([CH3:2])([CH3:4])[CH3:3])([CH3:30])[CH3:29])/[C:14]1=[O:23])=[O:37])([CH3:34])([CH3:33])[CH3:32]. The yield is 0.727. (4) The reactants are [C:1]([O:5][C:6](=[O:24])[NH:7][C:8]1[C:9]([CH2:14][NH:15][CH2:16][C:17]2[C:22]([CH3:23])=[CH:21][CH:20]=[CH:19][N:18]=2)=[N:10][CH:11]=[CH:12][CH:13]=1)([CH3:4])([CH3:3])[CH3:2].[CH3:25][O:26][C:27](=[O:38])[C:28]1[CH:33]=[C:32]([C:34]#[N:35])[CH:31]=[CH:30][C:29]=1[CH2:36]Br.CCN(C(C)C)C(C)C. The catalyst is CC#N. The product is [CH3:25][O:26][C:27](=[O:38])[C:28]1[CH:33]=[C:32]([C:34]#[N:35])[CH:31]=[CH:30][C:29]=1[CH2:36][N:15]([CH2:14][C:9]1[C:8]([NH:7][C:6]([O:5][C:1]([CH3:4])([CH3:3])[CH3:2])=[O:24])=[CH:13][CH:12]=[CH:11][N:10]=1)[CH2:16][C:17]1[C:22]([CH3:23])=[CH:21][CH:20]=[CH:19][N:18]=1. The yield is 0.880. (5) The reactants are [CH3:1][C:2]1[S:3][C:4]([C:10]2[CH:15]=[CH:14][CH:13]=[CH:12][CH:11]=2)=[C:5]([C:7]([OH:9])=O)[N:6]=1.C(Cl)(=O)C(Cl)=O.CN(C=O)C.[Cl:27][C:28]1[N:32]2[CH:33]=[CH:34][CH:35]=[CH:36][C:31]2=[N:30][C:29]=1[CH2:37][C@@H:38]1[CH2:43][CH2:42][CH2:41][CH2:40][NH:39]1. The catalyst is C(Cl)Cl. The product is [Cl:27][C:28]1[N:32]2[CH:33]=[CH:34][CH:35]=[CH:36][C:31]2=[N:30][C:29]=1[CH2:37][C@@H:38]1[CH2:43][CH2:42][CH2:41][CH2:40][N:39]1[C:7]([C:5]1[N:6]=[C:2]([CH3:1])[S:3][C:4]=1[C:10]1[CH:15]=[CH:14][CH:13]=[CH:12][CH:11]=1)=[O:9]. The yield is 0.530. (6) The reactants are [OH:1][C@@H:2]1[CH2:7][CH2:6][O:5][C:3]1=[O:4].[S:8](Cl)([C:11]1[CH:17]=[CH:16][C:14]([CH3:15])=[CH:13][CH:12]=1)(=[O:10])=[O:9].C([O-])([O-])=O.[K+].[K+]. The catalyst is C(Cl)Cl. The product is [S:8]([O:1][C@@H:2]1[CH2:7][CH2:6][O:5][C:3]1=[O:4])([C:11]1[CH:17]=[CH:16][C:14]([CH3:15])=[CH:13][CH:12]=1)(=[O:10])=[O:9]. The yield is 0.870. (7) The reactants are [C:1](OC(=O)C)(=[O:3])[CH3:2].[OH:8][CH2:9][C:10]([C:13]1[CH:17]=[C:16]([NH:18][C:19](=[O:32])[C:20]([CH3:31])([S:22]([CH:25]2[CH2:30][CH2:29][O:28][CH2:27][CH2:26]2)(=[O:24])=[O:23])[CH3:21])[O:15][N:14]=1)([CH3:12])[CH3:11].N1C=CC=CC=1. The catalyst is CN(C1C=CN=CC=1)C.C(Cl)Cl. The product is [CH3:11][C:10]([C:13]1[CH:17]=[C:16]([NH:18][C:19](=[O:32])[C:20]([CH3:31])([S:22]([CH:25]2[CH2:26][CH2:27][O:28][CH2:29][CH2:30]2)(=[O:24])=[O:23])[CH3:21])[O:15][N:14]=1)([CH3:12])[CH2:9][O:8][C:1](=[O:3])[CH3:2]. The yield is 0.800.